From a dataset of Full USPTO retrosynthesis dataset with 1.9M reactions from patents (1976-2016). Predict the reactants needed to synthesize the given product. (1) Given the product [CH2:2]([O:9][C:10]([C@@H:11]1[CH2:15][CH2:14][CH2:13][N:12]1[NH:19][C:24](=[O:33])[C:25]1[CH:30]=[CH:29][CH:28]=[C:27]([O:31][CH3:32])[CH:26]=1)=[O:16])[C:3]1[CH:4]=[CH:5][CH:6]=[CH:7][CH:8]=1, predict the reactants needed to synthesize it. The reactants are: Cl.[CH2:2]([O:9][C:10](=[O:16])[C@@H:11]1[CH2:15][CH2:14][CH2:13][NH:12]1)[C:3]1[CH:8]=[CH:7][CH:6]=[CH:5][CH:4]=1.C([N:19](CC)CC)C.[C:24](Cl)(=[O:33])[C:25]1[CH:30]=[CH:29][CH:28]=[C:27]([O:31][CH3:32])[CH:26]=1. (2) Given the product [Cl:6][C:7]1[CH:12]=[CH:11][C:10]([C:17](=[O:18])[C:16]([F:23])([F:22])[F:15])=[C:9]([F:14])[CH:8]=1, predict the reactants needed to synthesize it. The reactants are: [Li]CCCC.[Cl:6][C:7]1[CH:12]=[CH:11][C:10](I)=[C:9]([F:14])[CH:8]=1.[F:15][C:16]([F:23])([F:22])[C:17](OCC)=[O:18]. (3) Given the product [S:30](=[O:33])(=[O:32])([O:2][C:3]1[CH:8]=[CH:7][CH:6]=[C:5]([C:9]2[N:10]=[CH:11][N:12]([C:14](=[O:15])[N:16]([CH:17]3[CH2:18][CH2:19][N:20]([C:23]4[CH:24]=[CH:25][C:26]([O:39][CH3:37])=[CH:27][CH:28]=4)[CH2:21][CH2:22]3)[CH3:29])[CH:13]=2)[CH:4]=1)[NH2:31], predict the reactants needed to synthesize it. The reactants are: Br.[OH:2][C:3]1[CH:4]=[C:5]([C:9]2[N:10]=[CH:11][N:12]([C:14]([N:16]([CH3:29])[CH:17]3[CH2:22][CH2:21][N:20]([C:23]4[CH:28]=[CH:27][CH:26]=[CH:25][CH:24]=4)[CH2:19][CH2:18]3)=[O:15])[CH:13]=2)[CH:6]=[CH:7][CH:8]=1.[S:30](Cl)(=[O:33])(=[O:32])[NH2:31].CN(C)[C:37](=[O:39])C.